Dataset: Full USPTO retrosynthesis dataset with 1.9M reactions from patents (1976-2016). Task: Predict the reactants needed to synthesize the given product. (1) Given the product [CH2:1]([O:3][C:4]([C:6]1[N:7]([CH3:26])[C:8]([CH2:24][CH3:25])=[C:9]([C:22]#[N:23])[C:10]=1[C:11]1[CH:12]=[CH:13][C:14]([C:17]2[N:18]([CH3:29])[N:19]=[N:20][N:21]=2)=[CH:15][CH:16]=1)=[O:5])[CH3:2], predict the reactants needed to synthesize it. The reactants are: [CH2:1]([O:3][C:4]([C:6]1[N:7]([CH3:26])[C:8]([CH2:24][CH3:25])=[C:9]([C:22]#[N:23])[C:10]=1[C:11]1[CH:16]=[CH:15][C:14]([C:17]2[NH:21][N:20]=[N:19][N:18]=2)=[CH:13][CH:12]=1)=[O:5])[CH3:2].[H-].[Na+].[CH3:29]I. (2) Given the product [O:22]1[CH2:23][CH2:24][O:25][CH:21]1[C:14]1[CH:15]=[CH:16][C:17]([O:19][CH3:20])=[C:18]2[C:13]=1[CH2:12][CH2:11][C:10](=[O:26])[N:9]2[CH2:8][C:5]1[CH:6]=[N:7][C:2]([C:35]2[CH:36]=[CH:37][S:33][CH:34]=2)=[CH:3][CH:4]=1, predict the reactants needed to synthesize it. The reactants are: Cl[C:2]1[N:7]=[CH:6][C:5]([CH2:8][N:9]2[C:18]3[C:13](=[C:14]([CH:21]4[O:25][CH2:24][CH2:23][O:22]4)[CH:15]=[CH:16][C:17]=3[O:19][CH3:20])[CH2:12][CH2:11][C:10]2=[O:26])=[CH:4][CH:3]=1.C(=O)([O-])[O-].[Na+].[Na+].[S:33]1[CH:37]=[CH:36][C:35](B(O)O)=[CH:34]1.O. (3) Given the product [Br:1][C:2]1[CH:8]=[CH:7][CH:6]=[C:4]([NH2:5])[C:3]=1[NH2:9], predict the reactants needed to synthesize it. The reactants are: [Br:1][C:2]1[C:3]([N+:9]([O-])=O)=[C:4]([CH:6]=[CH:7][CH:8]=1)[NH2:5].[NH4+].[Cl-]. (4) Given the product [F:1][C:2]1[CH:7]=[C:6]([NH2:8])[CH:5]=[CH:4][C:3]=1[N:11]1[CH:15]=[C:14]([C:16]2[CH:21]=[CH:20][CH:19]=[CH:18][N:17]=2)[CH:13]=[N:12]1, predict the reactants needed to synthesize it. The reactants are: [F:1][C:2]1[CH:7]=[C:6]([N+:8]([O-])=O)[CH:5]=[CH:4][C:3]=1[N:11]1[CH:15]=[C:14]([C:16]2[CH:21]=[CH:20][CH:19]=[CH:18][N:17]=2)[CH:13]=[N:12]1.Cl.C([O-])([O-])=O.[Na+].[Na+]. (5) Given the product [CH3:28][CH:29]1[CH2:33][CH2:32][CH2:31][CH:30]1[N:3]1[CH2:2][CH2:1][C:7]2[CH:8]=[CH:9][C:10]([CH:12]3[CH2:17][CH2:16][N:15]([C:18]([C:20]4[CH:27]=[CH:26][C:23]([C:24]#[N:25])=[CH:22][CH:21]=4)=[O:19])[CH2:14][CH2:13]3)=[CH:11][C:6]=2[CH2:5][CH2:4]1, predict the reactants needed to synthesize it. The reactants are: [CH2:1]1[C:7]2[CH:8]=[CH:9][C:10]([CH:12]3[CH2:17][CH2:16][N:15]([C:18]([C:20]4[CH:27]=[CH:26][C:23]([C:24]#[N:25])=[CH:22][CH:21]=4)=[O:19])[CH2:14][CH2:13]3)=[CH:11][C:6]=2[CH2:5][CH2:4][NH:3][CH2:2]1.[CH3:28][CH:29]1[CH2:33][CH2:32][CH2:31][C:30]1=O.C(O)(=O)C.C(O[BH-](OC(=O)C)OC(=O)C)(=O)C.[Na+].